Dataset: Reaction yield outcomes from USPTO patents with 853,638 reactions. Task: Predict the reaction yield, written as a fraction of the theoretical maximum amount of product (1.0 means a 100% yield; for example, 0.34 means a 34% yield). (1) The reactants are [OH:1][C@@H:2]([CH2:17][N:18]1[CH2:23][CH2:22][O:21][CH2:20][CH2:19]1)[CH2:3][N:4]1[CH2:9][CH2:8][C:7]2[NH:10][C:11]([CH:14]=O)=[C:12]([CH3:13])[C:6]=2[C:5]1=[O:16].[F:24][C:25]1[CH:26]=[C:27]2[C:31](=[CH:32][C:33]=1[NH:34][C:35](=[O:40])[C:36]([OH:39])([CH3:38])[CH3:37])[NH:30][C:29](=[O:41])[CH2:28]2.N1CCCCC1. The catalyst is C(O)C. The product is [F:24][C:25]1[CH:26]=[C:27]2[C:31](=[CH:32][C:33]=1[NH:34][C:35](=[O:40])[C:36]([OH:39])([CH3:38])[CH3:37])[NH:30][C:29](=[O:41])/[C:28]/2=[CH:14]\[C:11]1[NH:10][C:7]2[CH2:8][CH2:9][N:4]([CH2:3][C@@H:2]([OH:1])[CH2:17][N:18]3[CH2:19][CH2:20][O:21][CH2:22][CH2:23]3)[C:5](=[O:16])[C:6]=2[C:12]=1[CH3:13]. The yield is 0.740. (2) The catalyst is CN(C=O)C.O. The yield is 0.890. The product is [CH2:1]([NH:3][C:4]([C:6]1[CH:11]=[CH:10][C:9]([N:12]2[CH:16]=[C:15]([C:17]([NH2:36])=[O:19])[N:14]=[N:13]2)=[C:8]([O:20][CH2:21][CH2:22][CH2:23][C:24]2[CH:25]=[CH:26][CH:27]=[CH:28][CH:29]=2)[CH:7]=1)=[O:5])[CH3:2]. The reactants are [CH2:1]([NH:3][C:4]([C:6]1[CH:11]=[CH:10][C:9]([N:12]2[CH:16]=[C:15]([C:17]([OH:19])=O)[N:14]=[N:13]2)=[C:8]([O:20][CH2:21][CH2:22][CH2:23][C:24]2[CH:29]=[CH:28][CH:27]=[CH:26][CH:25]=2)[CH:7]=1)=[O:5])[CH3:2].C1C=CC2N(O)N=[N:36]C=2C=1.N.C(N(CC)CC)C.CCN=C=NCCCN(C)C. (3) The product is [NH:21]1[C:29]2[C:24](=[CH:25][CH:26]=[C:27]([C:2]3[C:11]([N:12]([CH:14]([CH3:16])[CH3:15])[CH3:13])=[N:10][C:9]4[C:4](=[CH:5][CH:6]=[C:7]([C:17]([O:19][CH3:20])=[O:18])[CH:8]=4)[N:3]=3)[CH:28]=2)[CH:23]=[N:22]1. The reactants are Cl[C:2]1[C:11]([N:12]([CH:14]([CH3:16])[CH3:15])[CH3:13])=[N:10][C:9]2[C:4](=[CH:5][CH:6]=[C:7]([C:17]([O:19][CH3:20])=[O:18])[CH:8]=2)[N:3]=1.[NH:21]1[C:29]2[C:24](=[CH:25][CH:26]=[C:27](B(O)O)[CH:28]=2)[CH:23]=[N:22]1.[O-]P([O-])([O-])=O.[K+].[K+].[K+]. The catalyst is O1CCOCC1.ClCCl.C1C=CC([P]([Pd]([P](C2C=CC=CC=2)(C2C=CC=CC=2)C2C=CC=CC=2)([P](C2C=CC=CC=2)(C2C=CC=CC=2)C2C=CC=CC=2)[P](C2C=CC=CC=2)(C2C=CC=CC=2)C2C=CC=CC=2)(C2C=CC=CC=2)C2C=CC=CC=2)=CC=1. The yield is 0.780.